Dataset: Catalyst prediction with 721,799 reactions and 888 catalyst types from USPTO. Task: Predict which catalyst facilitates the given reaction. (1) Reactant: [O:1]=[C:2]([C:7]1[CH:12]=[CH:11][CH:10]=[CH:9][CH:8]=1)[C:3]([O:5][CH3:6])=[O:4].[CH2:13]([O:20][C:21]1[CH:26]=[CH:25][C:24]([Mg]Br)=[CH:23][CH:22]=1)[C:14]1[CH:19]=[CH:18][CH:17]=[CH:16][CH:15]=1. Product: [CH2:13]([O:20][C:21]1[CH:26]=[CH:25][C:24]([C:2]([OH:1])([C:7]2[CH:8]=[CH:9][CH:10]=[CH:11][CH:12]=2)[C:3]([O:5][CH3:6])=[O:4])=[CH:23][CH:22]=1)[C:14]1[CH:19]=[CH:18][CH:17]=[CH:16][CH:15]=1. The catalyst class is: 1. (2) Reactant: [CH2:1]([SH:3])[CH3:2].[CH3:4][S:5]([C:8]([S:11](C)=O)(Cl)Cl)(=[O:7])=[O:6].C(Cl)(Cl)Cl. Product: [CH3:4][S:5](=[O:7])(=[O:6])[CH2:8][S:11][S:3][CH2:1][CH3:2]. The catalyst class is: 17. (3) Reactant: [CH3:1][P:2](=[O:7])([O:5][CH3:6])[O:3][CH3:4].C([Li])CCC.C([O:15][C:16](=O)[CH2:17][CH2:18][CH2:19][CH2:20][C:21]1[CH:22]=[CH:23][C:24]2[CH2:30][CH2:29][CH2:28][CH2:27][NH:26][C:25]=2[N:31]=1)C.[Cl-].[NH4+]. Product: [CH3:4][O:3][P:2]([CH2:1][C:16](=[O:15])[CH2:17][CH2:18][CH2:19][CH2:20][C:21]1[CH:22]=[CH:23][C:24]2[CH2:30][CH2:29][CH2:28][CH2:27][NH:26][C:25]=2[N:31]=1)(=[O:7])[O:5][CH3:6]. The catalyst class is: 36. (4) Reactant: Cl[C:2]1[CH:7]=[CH:6][N:5]=[CH:4][C:3]=1[N+:8]([O-:10])=[O:9].[CH3:11][C@H:12]1[CH2:17][NH:16][CH2:15][C@H:14]2[NH:18][C:19](=[O:21])[O:20][C@H:13]12.N1CCCCC1.[C:28](O[C:28]([O:30][C:31]([CH3:34])([CH3:33])[CH3:32])=[O:29])([O:30][C:31]([CH3:34])([CH3:33])[CH3:32])=[O:29].CN(C1C=CC=CN=1)C. Product: [CH3:11][C@H:12]1[CH2:17][N:16]([C:2]2[CH:7]=[CH:6][N:5]=[CH:4][C:3]=2[N+:8]([O-:10])=[O:9])[CH2:15][C@H:14]2[N:18]([C:28]([O:30][C:31]([CH3:34])([CH3:33])[CH3:32])=[O:29])[C:19](=[O:21])[O:20][C@H:13]12. The catalyst class is: 2. (5) Reactant: [F:1][C:2]1[CH:3]=[C:4]([CH:8](O)[C:9]2[CH:18]=[C:17]([O:19][CH3:20])[CH:16]=[CH:15][C:10]=2[C:11]([NH:13][CH3:14])=[O:12])[CH:5]=[CH:6][CH:7]=1. Product: [F:1][C:2]1[CH:3]=[C:4]([CH:5]=[CH:6][CH:7]=1)[CH2:8][C:9]1[CH:18]=[C:17]([O:19][CH3:20])[CH:16]=[CH:15][C:10]=1[C:11]([NH:13][CH3:14])=[O:12]. The catalyst class is: 19.